This data is from Forward reaction prediction with 1.9M reactions from USPTO patents (1976-2016). The task is: Predict the product of the given reaction. Given the reactants [CH3:1][O:2][C:3]([C:5]1[CH:9]=[C:8]([C:10]2[C:11]([O:18][CH3:19])=[N:12][C:13]([O:16][CH3:17])=[N:14][CH:15]=2)[N:7]([CH:20]([CH3:22])[CH3:21])[CH:6]=1)=[O:4].[F:23][C:24]1[CH:31]=[C:30]([CH:32]=[O:33])[CH:29]=[CH:28][C:25]=1[C:26]#[N:27].COC(C1C=C(Br)N(C(C)C)C=1)=O.ClC1C=CC(C=O)=CC=1, predict the reaction product. The product is: [CH3:1][O:2][C:3]([C:5]1[CH:9]=[C:8]([C:10]2[C:11]([O:18][CH3:19])=[N:12][C:13]([O:16][CH3:17])=[N:14][CH:15]=2)[N:7]([CH:20]([CH3:22])[CH3:21])[C:6]=1[CH:32]([C:30]1[CH:29]=[CH:28][C:25]([C:26]#[N:27])=[C:24]([F:23])[CH:31]=1)[OH:33])=[O:4].